Dataset: Forward reaction prediction with 1.9M reactions from USPTO patents (1976-2016). Task: Predict the product of the given reaction. (1) Given the reactants [Cl-].[Al+3].[Cl-].[Cl-].[CH:5]1[C:10]2[C:11]([O:13][C:14](=[O:15])[C:9]=2[CH:8]=[C:7]2[C:16]([O:18][C:19](=[O:20])[C:6]=12)=[O:17])=[O:12].[CH2:21]([C:27]1[CH:32]=[CH:31][CH:30]=[CH:29][CH:28]=1)[CH2:22][CH2:23][CH2:24][CH2:25][CH3:26].C(N([CH:39]([CH3:41])[CH3:40])CC)(C)C.Cl, predict the reaction product. The product is: [CH2:21]([C:27]1[CH:28]=[CH:29][C:30]([C:19]([C:6]2[CH:5]=[C:10]([C:11]([OH:13])=[O:12])[C:9]([C:14](=[O:15])[C:30]3[CH:31]=[CH:32][C:27]([CH2:21][CH2:22][CH2:23][CH2:41][CH2:39][CH3:40])=[CH:28][CH:29]=3)=[CH:8][C:7]=2[C:16]([OH:18])=[O:17])=[O:20])=[CH:31][CH:32]=1)[CH2:22][CH2:23][CH2:24][CH2:25][CH3:26]. (2) Given the reactants [CH2:1]([C@@H:8]1[C:17]2[C:12](=[CH:13][CH:14]=[C:15]([O:18][CH3:19])[CH:16]=2)[CH2:11][CH2:10][C@@H:9]1[NH:20]C(=O)CC)[C:2]1[CH:7]=[CH:6][CH:5]=[CH:4][CH:3]=1.C(O)(=O)C.[S:29](=[O:33])(=[O:32])([OH:31])[OH:30], predict the reaction product. The product is: [S:29]([OH:33])([OH:32])(=[O:31])=[O:30].[CH2:1]([C@@H:8]1[C:17]2[C:12](=[CH:13][CH:14]=[C:15]([O:18][CH3:19])[CH:16]=2)[CH2:11][CH2:10][C@@H:9]1[NH2:20])[C:2]1[CH:3]=[CH:4][CH:5]=[CH:6][CH:7]=1.[CH2:1]([C@@H:8]1[C:17]2[C:12](=[CH:13][CH:14]=[C:15]([O:18][CH3:19])[CH:16]=2)[CH2:11][CH2:10][C@@H:9]1[NH2:20])[C:2]1[CH:3]=[CH:4][CH:5]=[CH:6][CH:7]=1. (3) Given the reactants [CH:1]1[CH:6]=[C:5]([Cl:7])[C:4]2[S:8][CH:9]=[C:10]([CH2:11][O:12][CH:13]([C:20]3[CH:25]=[CH:24][C:23]([Cl:26])=[CH:22][C:21]=3[Cl:27])[CH2:14][N:15]3[CH:19]=[N:18][CH:17]=[CH:16]3)[C:3]=2[CH:2]=1.[N+]([O-])(O)=O.BrCC1C2C=CC=C(Cl)C=2SC=1.ClC1C=C(Cl)C=CC=1C(O)CN1C=CN=C1.[OH-].[Na+], predict the reaction product. The product is: [CH:1]1[CH:6]=[C:5]([Cl:7])[C:4]2[S:8][CH:9]=[C:10]([CH2:11][O:12][CH:13]([C:20]3[CH:25]=[CH:24][C:23]([Cl:26])=[CH:22][C:21]=3[Cl:27])[CH2:14][N:15]3[CH:19]=[N:18][CH:17]=[CH:16]3)[C:3]=2[CH:2]=1. (4) Given the reactants [CH3:1][C:2]1[C:10]2[C:9]([C:11](O)=[O:12])=[CH:8][C:7]([C:14]3[CH:19]=[CH:18][N:17]=[CH:16][CH:15]=3)=[N:6][C:5]=2[N:4]([CH:20]([CH3:22])[CH3:21])[N:3]=1.[NH2:23][CH2:24][C:25]1[C:26](=[O:33])[NH:27][C:28]([CH3:32])=[CH:29][C:30]=1[CH3:31].CN1CCOCC1.ON1C2N=CC=CC=2N=N1.C(Cl)CCl, predict the reaction product. The product is: [CH3:31][C:30]1[CH:29]=[C:28]([CH3:32])[NH:27][C:26](=[O:33])[C:25]=1[CH2:24][NH:23][C:11]([C:9]1[C:10]2[C:2]([CH3:1])=[N:3][N:4]([CH:20]([CH3:22])[CH3:21])[C:5]=2[N:6]=[C:7]([C:14]2[CH:15]=[CH:16][N:17]=[CH:18][CH:19]=2)[CH:8]=1)=[O:12]. (5) Given the reactants [Si:1]([O:8][CH2:9][C@@H:10]([NH:22][C:23]1[C:32]2[C:27](=[CH:28][CH:29]=[CH:30][CH:31]=2)[N:26]=[CH:25][C:24]=1[N+:33]([O-])=O)[CH2:11][CH2:12][CH2:13][NH:14][C:15](=[O:21])[O:16][C:17]([CH3:20])([CH3:19])[CH3:18])([C:4]([CH3:7])([CH3:6])[CH3:5])([CH3:3])[CH3:2], predict the reaction product. The product is: [NH2:33][C:24]1[CH:25]=[N:26][C:27]2[C:32]([C:23]=1[NH:22][C@H:10]([CH2:9][O:8][Si:1]([C:4]([CH3:7])([CH3:6])[CH3:5])([CH3:2])[CH3:3])[CH2:11][CH2:12][CH2:13][NH:14][C:15](=[O:21])[O:16][C:17]([CH3:20])([CH3:19])[CH3:18])=[CH:31][CH:30]=[CH:29][CH:28]=2.